Dataset: Full USPTO retrosynthesis dataset with 1.9M reactions from patents (1976-2016). Task: Predict the reactants needed to synthesize the given product. Given the product [Cl:1][C:2]1[C:3]([N:12]2[CH2:13][CH2:14][CH:15]([N:18]3[CH2:22][CH2:21][C@H:20]([NH:23][C:24]4[CH:29]=[CH:28][C:27]([S:30]([CH3:33])(=[O:31])=[O:32])=[CH:26][C:25]=4[F:34])[C:19]3=[O:35])[CH2:16][CH2:17]2)=[N:4][CH:5]=[C:6]([CH:11]=1)[C:7]([OH:9])=[O:8], predict the reactants needed to synthesize it. The reactants are: [Cl:1][C:2]1[C:3]([N:12]2[CH2:17][CH2:16][CH:15]([N:18]3[CH2:22][CH2:21][C@H:20]([NH:23][C:24]4[CH:29]=[CH:28][C:27]([S:30]([CH3:33])(=[O:32])=[O:31])=[CH:26][C:25]=4[F:34])[C:19]3=[O:35])[CH2:14][CH2:13]2)=[N:4][CH:5]=[C:6]([CH:11]=1)[C:7]([O:9]C)=[O:8].[Li+].[OH-].